From a dataset of Clinical trial toxicity outcomes and FDA approval status for drugs. Regression/Classification. Given a drug SMILES string, predict its toxicity properties. Task type varies by dataset: regression for continuous values (e.g., LD50, hERG inhibition percentage) or binary classification for toxic/non-toxic outcomes (e.g., AMES mutagenicity, cardiotoxicity, hepatotoxicity). Dataset: clintox. (1) The molecule is CC(=O)[C@H]1CC[C@H]2[C@@H]3CCC4=CC(=O)CC[C@]4(C)[C@H]3CC[C@]12C. The result is 0 (passed clinical trial). (2) The drug is CCN(Cc1ccncc1)C(=O)C(CO)c1ccccc1. The result is 0 (passed clinical trial). (3) The drug is C[NH2+]CC(O)c1ccc(OC(=O)C(C)(C)C)c(OC(=O)C(C)(C)C)c1. The result is 0 (passed clinical trial). (4) The result is 0 (passed clinical trial). The drug is CC(=O)NCCCS(=O)(=O)[O-]. (5) The compound is O=C([O-])c1cc(/N=N/c2ccc(S(=O)(=O)[N-]c3ccccn3)cc2)ccc1O. The result is 0 (passed clinical trial). (6) The drug is CCC1=C[C@@H]2CN(C1)Cc1c([nH]c3ccccc13)[C@@](C(=O)OC)(c1cc3c(cc1OC)N(C)[C@H]1[C@@](O)(C(=O)OC)[C@H](OC(C)=O)[C@]4(CC)C=CCN5CC[C@]31[C@@H]54)C2. The result is 1 (failed clinical trial for toxicity). (7) The compound is CC(C)C(=O)Nc1ccc([N+](=O)[O-])c(C(F)(F)F)c1. The result is 0 (passed clinical trial). (8) The molecule is CC1=C(/C=C/C(C)=C/C=C/C(C)=C/CO)C(C)(C)CCC1. The result is 0 (passed clinical trial).